Dataset: Reaction yield outcomes from USPTO patents with 853,638 reactions. Task: Predict the reaction yield, written as a fraction of the theoretical maximum amount of product (1.0 means a 100% yield; for example, 0.34 means a 34% yield). (1) The reactants are [C:1]([C:4]1[C:22](=[O:23])[C@@:8]2([CH3:24])[C:9]3[C:15]([OH:16])=[CH:14][C:13]([O:17][CH3:18])=[C:12]([C:19]([NH2:21])=[O:20])[C:10]=3[O:11][C:7]2=[CH:6][C:5]=1[OH:25])(=[O:3])[CH3:2].[CH3:26][C:27]1[C:34]([CH3:35])=[CH:33][C:32]([CH3:36])=[C:31]([CH3:37])[C:28]=1[CH:29]=O.C([SiH](CC)CC)C.FC(F)(F)C(O)=O. The catalyst is C(#N)C. The product is [C:1]([C:4]1[C:22](=[O:23])[C@@:8]2([CH3:24])[C:9]3[C:15]([OH:16])=[CH:14][C:13]([O:17][CH3:18])=[C:12]([C:19]([NH:21][CH2:29][C:28]4[C:27]([CH3:26])=[C:34]([CH3:35])[CH:33]=[C:32]([CH3:36])[C:31]=4[CH3:37])=[O:20])[C:10]=3[O:11][C:7]2=[CH:6][C:5]=1[OH:25])(=[O:3])[CH3:2]. The yield is 0.700. (2) The reactants are [Cl-].O[NH3+:3].[C:4](=[O:7])([O-])[OH:5].[Na+].CS(C)=O.[CH2:13]([C:17]1[N:18]=[C:19]([CH3:47])[N:20]([C:39]2[CH:44]=[CH:43][C:42]([O:45][CH3:46])=[CH:41][CH:40]=2)[C:21](=[O:38])[C:22]=1[CH2:23][C:24]1[CH:29]=[CH:28][C:27]([C:30]2[C:31]([C:36]#[N:37])=[CH:32][CH:33]=[CH:34][CH:35]=2)=[CH:26][CH:25]=1)[CH2:14][CH2:15][CH3:16]. The catalyst is O.C(OCC)(=O)C. The product is [CH2:13]([C:17]1[N:18]=[C:19]([CH3:47])[N:20]([C:39]2[CH:40]=[CH:41][C:42]([O:45][CH3:46])=[CH:43][CH:44]=2)[C:21](=[O:38])[C:22]=1[CH2:23][C:24]1[CH:25]=[CH:26][C:27]([C:30]2[CH:35]=[CH:34][CH:33]=[CH:32][C:31]=2[C:36]2[NH:3][C:4](=[O:7])[O:5][N:37]=2)=[CH:28][CH:29]=1)[CH2:14][CH2:15][CH3:16]. The yield is 0.780. (3) The reactants are [O:1]([C:8]1[N:13]=[C:12]([C:14]#[N:15])[CH:11]=[CH:10][CH:9]=1)[C:2]1[CH:7]=[CH:6][CH:5]=[CH:4][CH:3]=1. The catalyst is CO.[C].[Pd]. The product is [O:1]([C:8]1[N:13]=[C:12]([CH2:14][NH2:15])[CH:11]=[CH:10][CH:9]=1)[C:2]1[CH:3]=[CH:4][CH:5]=[CH:6][CH:7]=1. The yield is 0.640. (4) The reactants are [OH:1][C@@H:2]([C:5]1[N:10]=[C:9]([C:11]2[CH:16]=[CH:15][C:14]([O:17][C:18]3[CH:23]=[CH:22][C:21]([F:24])=[CH:20][CH:19]=3)=[CH:13][CH:12]=2)[N:8]=[C:7]([C:25]([NH:27][C@@H:28]([CH3:33])[C:29]([O:31]C)=O)=[O:26])[CH:6]=1)[CH2:3][OH:4].[NH3:34]. The catalyst is CO. The product is [NH2:34][C:29](=[O:31])[C@@H:28]([NH:27][C:25]([C:7]1[CH:6]=[C:5]([C@H:2]([OH:1])[CH2:3][OH:4])[N:10]=[C:9]([C:11]2[CH:16]=[CH:15][C:14]([O:17][C:18]3[CH:19]=[CH:20][C:21]([F:24])=[CH:22][CH:23]=3)=[CH:13][CH:12]=2)[N:8]=1)=[O:26])[CH3:33]. The yield is 0.870. (5) The reactants are [NH:1]1[C:9]2[C:4](=[CH:5][C:6]([CH2:10][CH:11]([NH:15][C:16]([N:18]3[CH2:23][CH2:22][CH:21]([N:24]4[CH2:33][C:32]5[C:27](=[CH:28][CH:29]=[CH:30][CH:31]=5)[NH:26][C:25]4=[O:34])[CH2:20][CH2:19]3)=[O:17])[C:12](O)=[O:13])=[CH:7][CH:8]=2)[CH:3]=[N:2]1.C(N(CC)C(C)C)(C)C.[O:44]1[C:48]2([CH2:53][CH2:52][NH:51][CH2:50][CH2:49]2)[O:47][CH2:46][CH2:45]1.C1CN([P+](ON2N=NC3C=CC=CC2=3)(N2CCCC2)N2CCCC2)CC1.F[P-](F)(F)(F)(F)F. The catalyst is CN(C)C=O.C(Cl)Cl. The product is [O:44]1[C:48]2([CH2:53][CH2:52][N:51]([C:12](=[O:13])[CH:11]([NH:15][C:16]([N:18]3[CH2:23][CH2:22][CH:21]([N:24]4[CH2:33][C:32]5[C:27](=[CH:28][CH:29]=[CH:30][CH:31]=5)[NH:26][C:25]4=[O:34])[CH2:20][CH2:19]3)=[O:17])[CH2:10][C:6]3[CH:7]=[C:8]4[C:3](=[CH:4][CH:5]=3)[NH:2][N:1]=[CH:9]4)[CH2:50][CH2:49]2)[O:47][CH2:46][CH2:45]1. The yield is 0.560. (6) The reactants are [F:1][C:2]1[CH:3]=[C:4](/[CH:10]=[CH:11]/[C:12]([O:14][CH2:15][CH3:16])=[O:13])[CH:5]=[C:6]([O:8][CH3:9])[CH:7]=1. The catalyst is CCO.[C].[Pd]. The product is [F:1][C:2]1[CH:3]=[C:4]([CH2:10][CH2:11][C:12]([O:14][CH2:15][CH3:16])=[O:13])[CH:5]=[C:6]([O:8][CH3:9])[CH:7]=1. The yield is 0.970. (7) The reactants are C([O:3][C:4]([C:6]1[CH:7]=[N:8][N:9]([C:11]2[NH:15][C:14]3[CH:16]=[C:17]([S:21]([CH2:23][CH3:24])=[O:22])[C:18]([Cl:20])=[CH:19][C:13]=3[N:12]=2)[CH:10]=1)=[O:5])C.C1COCC1.[OH-].[Li+]. The catalyst is O. The product is [Cl:20][C:18]1[C:17]([S:21]([CH2:23][CH3:24])=[O:22])=[CH:16][C:14]2[NH:15][C:11]([N:9]3[CH:10]=[C:6]([C:4]([OH:5])=[O:3])[CH:7]=[N:8]3)=[N:12][C:13]=2[CH:19]=1. The yield is 0.850.